From a dataset of Reaction yield outcomes from USPTO patents with 853,638 reactions. Predict the reaction yield, written as a fraction of the theoretical maximum amount of product (1.0 means a 100% yield; for example, 0.34 means a 34% yield). The catalyst is C(Cl)Cl. The reactants are [CH3:1][O:2][C:3]1[CH:8]=[CH:7][C:6]([CH:9]2[C:18]3[C:13](=[CH:14][C:15]([O:19][CH2:20][CH:21]4[CH2:26][CH2:25][NH:24][CH2:23][CH2:22]4)=[CH:16][CH:17]=3)[CH2:12][N:11]([CH3:27])[CH2:10]2)=[CH:5][CH:4]=1.[F:28][C:29]([F:40])([F:39])[C:30](O[C:30](=[O:31])[C:29]([F:40])([F:39])[F:28])=[O:31]. The product is [F:28][C:29]([F:40])([F:39])[C:30]([N:24]1[CH2:25][CH2:26][CH:21]([CH2:20][O:19][C:15]2[CH:14]=[C:13]3[C:18]([CH:9]([C:6]4[CH:5]=[CH:4][C:3]([O:2][CH3:1])=[CH:8][CH:7]=4)[CH2:10][N:11]([CH3:27])[CH2:12]3)=[CH:17][CH:16]=2)[CH2:22][CH2:23]1)=[O:31]. The yield is 0.810.